This data is from Peptide-MHC class II binding affinity with 134,281 pairs from IEDB. The task is: Regression. Given a peptide amino acid sequence and an MHC pseudo amino acid sequence, predict their binding affinity value. This is MHC class II binding data. (1) The peptide sequence is GYLQIVDKIDAAFKI. The MHC is DRB1_0802 with pseudo-sequence DRB1_0802. The binding affinity (normalized) is 0.654. (2) The peptide sequence is EHREVLQWKFDSQLARRH. The MHC is DRB1_0802 with pseudo-sequence DRB1_0802. The binding affinity (normalized) is 0.248. (3) The peptide sequence is MCFKYLLIQGHFDQK. The MHC is DRB1_0101 with pseudo-sequence DRB1_0101. The binding affinity (normalized) is 0.841. (4) The peptide sequence is KPLEDKILVQAGEAE. The MHC is DRB1_0401 with pseudo-sequence DRB1_0401. The binding affinity (normalized) is 0. (5) The peptide sequence is SQDLELSWVLNGLQAY. The MHC is DRB1_1302 with pseudo-sequence DRB1_1302. The binding affinity (normalized) is 0.333. (6) The peptide sequence is VWREMHHLVEFEPPH. The MHC is DRB1_0901 with pseudo-sequence DRB1_0901. The binding affinity (normalized) is 0.451. (7) The peptide sequence is KCNLNHDSEFCDMLR. The MHC is DRB1_0101 with pseudo-sequence DRB1_0101. The binding affinity (normalized) is 0.468. (8) The peptide sequence is EVTMLYVVASPDLMT. The MHC is HLA-DQA10101-DQB10501 with pseudo-sequence HLA-DQA10101-DQB10501. The binding affinity (normalized) is 0.563. (9) The peptide sequence is GIKQLQARVLAVERYLK. The MHC is HLA-DQA10102-DQB10602 with pseudo-sequence HLA-DQA10102-DQB10602. The binding affinity (normalized) is 0.304. (10) The peptide sequence is TLKYPIEHGIVTNWDD. The binding affinity (normalized) is 0. The MHC is DRB1_0401 with pseudo-sequence DRB1_0401.